From a dataset of Peptide-MHC class I binding affinity with 185,985 pairs from IEDB/IMGT. Regression. Given a peptide amino acid sequence and an MHC pseudo amino acid sequence, predict their binding affinity value. This is MHC class I binding data. (1) The peptide sequence is ARLSSPIVL. The MHC is HLA-A03:01 with pseudo-sequence HLA-A03:01. The binding affinity (normalized) is 0.0847. (2) The peptide sequence is AYSSWMYSY. The MHC is HLA-A02:03 with pseudo-sequence HLA-A02:03. The binding affinity (normalized) is 0. (3) The binding affinity (normalized) is 0. The MHC is HLA-A33:01 with pseudo-sequence HLA-A33:01. The peptide sequence is ISELSRLRY. (4) The peptide sequence is GVRQFSGWM. The MHC is HLA-A02:19 with pseudo-sequence HLA-A02:19. The binding affinity (normalized) is 0.0847. (5) The peptide sequence is KENGVDLSV. The MHC is HLA-B18:01 with pseudo-sequence HLA-B18:01. The binding affinity (normalized) is 0.209. (6) The peptide sequence is HPLSHFVNL. The MHC is HLA-B35:01 with pseudo-sequence HLA-B35:01. The binding affinity (normalized) is 0.467. (7) The peptide sequence is AVRLVVGPL. The MHC is HLA-A02:03 with pseudo-sequence HLA-A02:03. The binding affinity (normalized) is 0.719. (8) The peptide sequence is STTGEWPLI. The MHC is HLA-A02:06 with pseudo-sequence HLA-A02:06. The binding affinity (normalized) is 0.342. (9) The peptide sequence is DAYRRIHSL. The MHC is HLA-B14:01 with pseudo-sequence HLA-B14:02. The binding affinity (normalized) is 0.892.